The task is: Predict the product of the given reaction.. This data is from Forward reaction prediction with 1.9M reactions from USPTO patents (1976-2016). (1) The product is: [CH:8]([C:3]1[CH:2]=[CH:7][C:22]([O:21][CH3:20])=[C:23]([C:2]2[CH:7]=[CH:6][N:5]=[CH:4][C:3]=2[CH:8]=[O:9])[CH:4]=1)=[O:9]. Given the reactants Br[C:2]1[CH:7]=[CH:6][N:5]=[CH:4][C:3]=1[CH:8]=[O:9].P([O-])([O-])([O-])=O.[K+].[K+].[K+].O1[CH2:23][CH2:22][O:21][CH2:20]C1, predict the reaction product. (2) Given the reactants [NH:1]([C:6]([O:8][C:9]([CH3:12])([CH3:11])[CH3:10])=[O:7])[CH2:2][C:3]([OH:5])=O.[CH3:13][C:14]1(C)OC(=O)CC(=O)[O:15]1.ClC(OC(C)C)=O, predict the reaction product. The product is: [OH:5][C:3]1[CH2:2][N:1]([C:6]([O:8][C:9]([CH3:12])([CH3:11])[CH3:10])=[O:7])[C:14](=[O:15])[CH:13]=1. (3) Given the reactants Br[C:2]1[CH:3]=[C:4]2[C:8](=[CH:9][CH:10]=1)[NH:7][C:6](=[O:11])[C:5]12[CH2:16][CH2:15][CH2:14][CH2:13][CH2:12]1.B([C:20]1[N:21]([C:25]([O:27][C:28]([CH3:31])([CH3:30])[CH3:29])=[O:26])[CH:22]=[CH:23][CH:24]=1)(O)O.C([O-])([O-])=O.[K+].[K+], predict the reaction product. The product is: [O:11]=[C:6]1[C:5]2([CH2:16][CH2:15][CH2:14][CH2:13][CH2:12]2)[C:4]2[C:8](=[CH:9][CH:10]=[C:2]([C:20]3[N:21]([C:25]([O:27][C:28]([CH3:31])([CH3:30])[CH3:29])=[O:26])[CH:22]=[CH:23][CH:24]=3)[CH:3]=2)[NH:7]1.